This data is from Catalyst prediction with 721,799 reactions and 888 catalyst types from USPTO. The task is: Predict which catalyst facilitates the given reaction. (1) Reactant: [F:1][C:2]1[CH:3]=[C:4]([N:17]2[CH2:21][C@H:20]([CH2:22][NH:23][C:24](=[O:26])[CH3:25])[O:19][C:18]2=[O:27])[CH:5]=[CH:6][C:7]=1[O:8][CH2:9][C:10]1([OH:16])[CH2:15][CH2:14][NH:13][CH2:12][CH2:11]1.C(OB(O)OC(=O)C)(=O)C.[CH:38]1([N:41]2[C:50]3[C:45](=[CH:46][C:47]([F:54])=[C:48](F)[C:49]=3[O:51][CH3:52])[C:44](=[O:55])[C:43]([C:56]([OH:58])=[O:57])=[CH:42]2)[CH2:40][CH2:39]1.C(N(C(C)C)C(C)C)C. Product: [C:24]([NH:23][CH2:22][C@@H:20]1[O:19][C:18](=[O:27])[N:17]([C:4]2[CH:5]=[CH:6][C:7]([O:8][CH2:9][C:10]3([OH:16])[CH2:15][CH2:14][N:13]([C:48]4[C:49]([O:51][CH3:52])=[C:50]5[C:45]([C:44](=[O:55])[C:43]([C:56]([OH:58])=[O:57])=[CH:42][N:41]5[CH:38]5[CH2:40][CH2:39]5)=[CH:46][C:47]=4[F:54])[CH2:12][CH2:11]3)=[C:2]([F:1])[CH:3]=2)[CH2:21]1)(=[O:26])[CH3:25]. The catalyst class is: 60. (2) Reactant: Cl[C:2]1[C:11]2[C:6](=[CH:7][C:8]([O:14][CH2:15][CH2:16][CH2:17][N:18]3[CH2:23][CH2:22][CH2:21][CH2:20][CH2:19]3)=[C:9]([O:12][CH3:13])[CH:10]=2)[N:5]=[CH:4][N:3]=1.C(=O)([O-])[O-].[K+].[K+].[CH3:30][C:31]1[C:39]2[C:34](=[CH:35][CH:36]=[C:37]([OH:40])[CH:38]=2)[NH:33][CH:32]=1. Product: [CH3:13][O:12][C:9]1[CH:10]=[C:11]2[C:6](=[CH:7][C:8]=1[O:14][CH2:15][CH2:16][CH2:17][N:18]1[CH2:23][CH2:22][CH2:21][CH2:20][CH2:19]1)[N:5]=[CH:4][N:3]=[C:2]2[O:40][C:37]1[CH:38]=[C:39]2[C:34](=[CH:35][CH:36]=1)[NH:33][CH:32]=[C:31]2[CH3:30]. The catalyst class is: 44. (3) Reactant: [CH2:1]([C:5]([C:16]1[CH:21]=[CH:20][C:19]([N+:22]([O-:24])=[O:23])=[C:18]([C:25]([F:28])([F:27])[F:26])[CH:17]=1)(C(OCC)=O)[C:6]([O:8]CC)=[O:7])[CH:2]([CH3:4])[CH3:3].O.OS(O)(=O)=O. Product: [CH3:3][CH:2]([CH3:4])[CH2:1][CH:5]([C:16]1[CH:21]=[CH:20][C:19]([N+:22]([O-:24])=[O:23])=[C:18]([C:25]([F:26])([F:27])[F:28])[CH:17]=1)[C:6]([OH:8])=[O:7]. The catalyst class is: 15. (4) Reactant: [CH2:1]([N:5]1[C:14]([CH2:15][NH:16][C:17](=[O:23])[O:18][C:19]([CH3:22])([CH3:21])[CH3:20])=[C:13]([C:24]2[CH:29]=[CH:28][CH:27]=[CH:26][CH:25]=2)[C:12]2[C:7](=[CH:8][CH:9]=[C:10]([C:30](N(OC)C)=[O:31])[CH:11]=2)[C:6]1=[O:36])[CH:2]([CH3:4])[CH3:3].[CH3:37][Mg]Br. Product: [C:30]([C:10]1[CH:11]=[C:12]2[C:7](=[CH:8][CH:9]=1)[C:6](=[O:36])[N:5]([CH2:1][CH:2]([CH3:4])[CH3:3])[C:14]([CH2:15][NH:16][C:17](=[O:23])[O:18][C:19]([CH3:21])([CH3:20])[CH3:22])=[C:13]2[C:24]1[CH:29]=[CH:28][CH:27]=[CH:26][CH:25]=1)(=[O:31])[CH3:37]. The catalyst class is: 305. (5) The catalyst class is: 333. Product: [N:17]1[CH:18]=[CH:19][N:20]=[CH:21][C:16]=1[NH:15][C:13]([N:7]1[C@@H:8]2[CH2:12][N:11]([CH2:10][CH2:9]2)[C:5]2[CH:4]=[CH:3][C:2]([C:25]3[NH:24][N:23]=[CH:27][CH:26]=3)=[N:22][C:6]1=2)=[O:14]. Reactant: Cl[C:2]1[CH:3]=[CH:4][C:5]2[N:11]3[CH2:12][C@H:8]([CH2:9][CH2:10]3)[N:7]([C:13]([NH:15][C:16]3[CH:21]=[N:20][CH:19]=[CH:18][N:17]=3)=[O:14])[C:6]=2[N:22]=1.[NH:23]1[C:27](B(O)O)=[CH:26][CH:25]=[N:24]1.[O-]P([O-])([O-])=O.[K+].[K+].[K+].CC(C1C=C(C(C)C)C(C2C=CC=CC=2P(C2CCCCC2)C2CCCCC2)=C(C(C)C)C=1)C.